This data is from Catalyst prediction with 721,799 reactions and 888 catalyst types from USPTO. The task is: Predict which catalyst facilitates the given reaction. Product: [C:31]([NH:1][CH2:2][CH2:3][NH:4][C:5]([C:7]1[S:8][CH:9]=[CH:10][C:11]=1[NH:12][C:13]1[CH:18]=[CH:17][N:16]=[C:15]2[NH:19][CH:20]=[CH:21][C:14]=12)=[O:6])(=[O:38])[C:32]1[CH:37]=[CH:36][CH:35]=[CH:34][CH:33]=1. Reactant: [NH2:1][CH2:2][CH2:3][NH:4][C:5]([C:7]1[S:8][CH:9]=[CH:10][C:11]=1[NH:12][C:13]1[CH:18]=[CH:17][N:16]=[C:15]2[NH:19][CH:20]=[CH:21][C:14]=12)=[O:6].C(N(C(C)C)CC)(C)C.[C:31](Cl)(=[O:38])[C:32]1[CH:37]=[CH:36][CH:35]=[CH:34][CH:33]=1. The catalyst class is: 2.